Dataset: Full USPTO retrosynthesis dataset with 1.9M reactions from patents (1976-2016). Task: Predict the reactants needed to synthesize the given product. (1) Given the product [ClH:29].[NH2:1][C:2]1[CH:18]=[CH:17][CH:16]=[C:15]([S:19][C:20]2[CH:21]=[CH:22][C:23]([N+:26]([O-:28])=[O:27])=[CH:24][CH:25]=2)[C:3]=1[C:4]([NH:6][C:7]1[CH:12]=[CH:11][CH:10]=[CH:9][C:8]=1[O:13][CH3:14])=[O:5], predict the reactants needed to synthesize it. The reactants are: [NH2:1][C:2]1[CH:18]=[CH:17][CH:16]=[C:15]([S:19][C:20]2[CH:25]=[CH:24][C:23]([N+:26]([O-:28])=[O:27])=[CH:22][CH:21]=2)[C:3]=1[C:4]([NH:6][C:7]1[CH:12]=[CH:11][CH:10]=[CH:9][C:8]=1[O:13][CH3:14])=[O:5].[ClH:29]. (2) Given the product [Cl:31][C:32]1[CH:37]=[CH:36][CH:35]=[CH:34][C:33]=1[C:7]1[NH:6][C:5]([CH:9]=[O:10])=[C:4]([C:11]([O:13][CH2:14][C:15]2[CH:20]=[CH:19][CH:18]=[CH:17][CH:16]=2)=[O:12])[C:3]=1[CH2:1][CH3:2], predict the reactants needed to synthesize it. The reactants are: [CH2:1]([C:3]1[C:4]([C:11]([O:13][CH2:14][C:15]2[CH:20]=[CH:19][CH:18]=[CH:17][CH:16]=2)=[O:12])=[C:5]([CH:9]=[O:10])[NH:6][C:7]=1I)[CH3:2].FC1C=CC(B(O)O)=CC=1.[Cl:31][C:32]1[CH:37]=[CH:36][CH:35]=[CH:34][C:33]=1B(O)O. (3) The reactants are: C(C1C=CC([O:7][C:8]2[CH:13]=[CH:12][C:11]([C:14]3[N:19]=[C:18]([C:20]([NH2:22])=[O:21])[CH:17]=[C:16]([C@@H:23]([OH:26])[CH2:24][OH:25])[N:15]=3)=[CH:10][CH:9]=2)=CC=1C(F)(F)F)#N.CC1(C)C(C)(C)OB(C2C=CC(O[C:48]3[CH:53]=[CH:52][C:51]([C:54]([F:57])([F:56])[F:55])=[CH:50][CH:49]=3)=CC=2)O1. Given the product [OH:26][C@H:23]([C:16]1[N:15]=[C:14]([C:11]2[CH:12]=[CH:13][C:8]([O:7][C:48]3[CH:53]=[CH:52][C:51]([C:54]([F:57])([F:56])[F:55])=[CH:50][CH:49]=3)=[CH:9][CH:10]=2)[N:19]=[C:18]([C:20]([NH2:22])=[O:21])[CH:17]=1)[CH2:24][OH:25], predict the reactants needed to synthesize it.